Predict which catalyst facilitates the given reaction. From a dataset of Catalyst prediction with 721,799 reactions and 888 catalyst types from USPTO. (1) Reactant: Cl.[NH:2]([C:4]1[CH:11]=[CH:10][C:7]([C:8]#[N:9])=[CH:6][CH:5]=1)[NH2:3].[CH3:12][C:13]([CH3:20])([CH3:19])[C:14](=O)[CH2:15][C:16]#[N:17]. Product: [NH2:17][C:16]1[N:2]([C:4]2[CH:11]=[CH:10][C:7]([C:8]#[N:9])=[CH:6][CH:5]=2)[N:3]=[C:14]([C:13]([CH3:20])([CH3:19])[CH3:12])[CH:15]=1. The catalyst class is: 5. (2) Product: [N:10]1([C:16]([N:18]=[C:19]=[S:20])=[O:17])[CH2:11][CH2:12][O:13][CH2:14][CH2:15]1.[CH3:21][O:22][C:23]1[CH:24]=[C:25]2[C:30](=[CH:31][C:32]=1[O:33][CH3:34])[N:29]=[CH:28][CH:27]=[C:26]2[O:35][C:36]1[CH:37]=[CH:38][C:39]([NH:40][C:19]([NH:18][C:16]([N:10]2[CH2:11][CH2:12][O:13][CH2:14][CH2:15]2)=[O:17])=[S:20])=[CH:41][CH:42]=1. Reactant: N1(C(Cl)=O)CCOCC1.[N:10]1([C:16]([N:18]=[C:19]=[S:20])=[O:17])[CH2:15][CH2:14][O:13][CH2:12][CH2:11]1.[CH3:21][O:22][C:23]1[CH:24]=[C:25]2[C:30](=[CH:31][C:32]=1[O:33][CH3:34])[N:29]=[CH:28][CH:27]=[C:26]2[O:35][C:36]1[CH:42]=[CH:41][C:39]([NH2:40])=[CH:38][CH:37]=1.C1(C)C=CC=CC=1. The catalyst class is: 8.